From a dataset of Forward reaction prediction with 1.9M reactions from USPTO patents (1976-2016). Predict the product of the given reaction. (1) Given the reactants C(=O)([O-])O.[Na+:5].[Cl:6][C:7]1[CH:44]=[CH:43][C:10]2[N:11]([C:24](=[O:42])[C:25]3[CH:30]=[CH:29][C:28]([NH:31][C:32](=[O:40])[C:33]4[CH:38]=[CH:37][CH:36]=[CH:35][C:34]=4[CH3:39])=[CH:27][C:26]=3[CH3:41])[CH2:12][CH2:13][CH2:14][CH:15]([CH:16]([CH2:20][C:21]([O-:23])=[O:22])[C:17]([O-:19])=[O:18])[C:9]=2[CH:8]=1, predict the reaction product. The product is: [Cl:6][C:7]1[CH:44]=[CH:43][C:10]2[N:11]([C:24](=[O:42])[C:25]3[CH:30]=[CH:29][C:28]([NH:31][C:32](=[O:40])[C:33]4[CH:38]=[CH:37][CH:36]=[CH:35][C:34]=4[CH3:39])=[CH:27][C:26]=3[CH3:41])[CH2:12][CH2:13][CH2:14][CH:15]([CH:16]([CH2:20][C:21]([O-:23])=[O:22])[C:17]([O-:19])=[O:18])[C:9]=2[CH:8]=1.[Na+:5].[Na+:5]. (2) Given the reactants [F:1][C:2]([P:8]([C:18]([F:24])([F:23])[C:19]([F:22])([F:21])[F:20])([C:11]([F:17])([F:16])[C:12]([F:15])([F:14])[F:13])(F)F)([F:7])[C:3]([F:6])([F:5])[F:4].C(=O)=[O:26].[PH5].[P:29]([C:44]([C:47]([F:50])([F:49])[F:48])([F:46])[F:45])([C:37]([C:40]([F:43])([F:42])[F:41])([F:39])[F:38])[C:30]([C:33]([F:36])([F:35])[F:34])([F:32])[F:31].P(O)(C(C(F)(F)F)(F)F)(C(C(F)(F)F)(F)F)=O, predict the reaction product. The product is: [F:1][C:2]([P:8](=[O:26])([C:18]([F:24])([F:23])[C:19]([F:22])([F:21])[F:20])[C:11]([F:17])([F:16])[C:12]([F:15])([F:14])[F:13])([F:7])[C:3]([F:6])([F:5])[F:4].[P:29]([C:30]([C:33]([F:34])([F:35])[F:36])([F:31])[F:32])([C:44]([C:47]([F:50])([F:49])[F:48])([F:46])[F:45])[C:37]([C:40]([F:43])([F:42])[F:41])([F:39])[F:38]. (3) Given the reactants [CH3:1][C:2]1[CH:11]=[C:10]([CH3:12])[C:9]2[CH2:8][CH2:7][CH2:6][CH2:5][C:4]=2[C:3]=1[N:13]1[C:17]([C:18]([F:21])([F:20])[F:19])=[N:16][N:15]=[C:14]1[SH:22].Br[CH2:24][C:25]([O:27][CH2:28][CH3:29])=[O:26].C(=O)([O-])[O-].[K+].[K+].CN(C=O)C, predict the reaction product. The product is: [CH3:1][C:2]1[CH:11]=[C:10]([CH3:12])[C:9]2[CH2:8][CH2:7][CH2:6][CH2:5][C:4]=2[C:3]=1[N:13]1[C:17]([C:18]([F:21])([F:20])[F:19])=[N:16][N:15]=[C:14]1[S:22][CH2:24][C:25]([O:27][CH2:28][CH3:29])=[O:26]. (4) Given the reactants Cl.[Cl:2][C:3]1[C:12]2[C:7](=[CH:8][C:9]([O:15][CH2:16][C:17]3[CH:22]=[CH:21][N:20]=[CH:19][CH:18]=3)=[C:10]([O:13][CH3:14])[CH:11]=2)[N:6]=[N:5][CH:4]=1.[F:23][C:24]1[CH:30]=[C:29]([CH3:31])[C:28]([OH:32])=[CH:27][C:25]=1[NH2:26], predict the reaction product. The product is: [ClH:2].[F:23][C:24]1[CH:30]=[C:29]([CH3:31])[C:28]([OH:32])=[CH:27][C:25]=1[NH:26][C:3]1[C:12]2[C:7](=[CH:8][C:9]([O:15][CH2:16][C:17]3[CH:22]=[CH:21][N:20]=[CH:19][CH:18]=3)=[C:10]([O:13][CH3:14])[CH:11]=2)[N:6]=[N:5][CH:4]=1. (5) The product is: [C:17]([C:14]1[CH:15]=[C:16]2[C:11]([C:10]([C:19]([O:21][CH3:22])=[O:20])=[N:9][N:8]2[C:4]2[CH:5]=[CH:6][CH:7]=[C:2]([C:24]#[C:23][C@:25]3([OH:32])[CH2:29][CH2:28][N:27]([CH3:30])[C:26]3=[O:31])[CH:3]=2)=[CH:12][CH:13]=1)#[N:18]. Given the reactants Br[C:2]1[CH:3]=[C:4]([N:8]2[C:16]3[C:11](=[CH:12][CH:13]=[C:14]([C:17]#[N:18])[CH:15]=3)[C:10]([C:19]([O:21][CH3:22])=[O:20])=[N:9]2)[CH:5]=[CH:6][CH:7]=1.[C:23]([C@:25]1([OH:32])[CH2:29][CH2:28][N:27]([CH3:30])[C:26]1=[O:31])#[CH:24], predict the reaction product. (6) Given the reactants [CH3:1][O:2][C:3]1[CH:4]=[CH:5][C:6]2[O:11][CH2:10][C:9](=[O:12])[NH:8][C:7]=2[CH:13]=1.[H-].[Na+].Br[CH2:17][C:18]([O:20][CH2:21][CH3:22])=[O:19].FC(F)(F)C(O)=O, predict the reaction product. The product is: [CH3:1][O:2][C:3]1[CH:4]=[CH:5][C:6]2[O:11][CH2:10][C:9](=[O:12])[N:8]([CH2:17][C:18]([O:20][CH2:21][CH3:22])=[O:19])[C:7]=2[CH:13]=1. (7) Given the reactants [O:1]=[CH:2][CH:3]([C:9]1[CH:14]=[C:13]([CH3:15])[CH:12]=[C:11]([O:16][CH3:17])[CH:10]=1)[C:4]([O:6][CH2:7][CH3:8])=[O:5].[BH4-].[Na+].O, predict the reaction product. The product is: [OH:1][CH2:2][CH:3]([C:9]1[CH:14]=[C:13]([CH3:15])[CH:12]=[C:11]([O:16][CH3:17])[CH:10]=1)[C:4]([O:6][CH2:7][CH3:8])=[O:5].